Dataset: Catalyst prediction with 721,799 reactions and 888 catalyst types from USPTO. Task: Predict which catalyst facilitates the given reaction. (1) Reactant: [CH3:1][O:2][C:3]1[CH:4]=[C:5]2[C:10](=[CH:11][C:12]=1[N+:13]([O-])=O)[N:9]1[C:16]([C:24]3[S:25][CH:26]=[CH:27][CH:28]=3)=[N:17][C:18]([C:19]([O:21][CH2:22][CH3:23])=[O:20])=[C:8]1[CH2:7][CH2:6]2. Product: [NH2:13][C:12]1[CH:11]=[C:10]2[C:5]([CH2:6][CH2:7][C:8]3[N:9]2[C:16]([C:24]2[S:25][CH:26]=[CH:27][CH:28]=2)=[N:17][C:18]=3[C:19]([O:21][CH2:22][CH3:23])=[O:20])=[CH:4][C:3]=1[O:2][CH3:1]. The catalyst class is: 50. (2) Reactant: [CH3:1][O:2][C:3]1[CH:8]=[CH:7][C:6]([CH:9]([NH2:12])[CH2:10][CH3:11])=[CH:5][CH:4]=1.[ClH:13].C(OCC)C. Product: [ClH:13].[CH3:1][O:2][C:3]1[CH:8]=[CH:7][C:6]([CH:9]([NH2:12])[CH2:10][CH3:11])=[CH:5][CH:4]=1. The catalyst class is: 13. (3) Reactant: [OH:1][C:2]1[C:10]([CH3:11])=[CH:9][C:5]([C:6](O)=O)=[CH:4][C:3]=1[CH3:12].C(Cl)(=O)C(Cl)=O.CN(C=O)C.[NH2:24][C:25]1[CH:33]=[CH:32][C:31]([Br:34])=[CH:30][C:26]=1[C:27]([NH2:29])=[O:28]. Product: [Br:34][C:31]1[CH:30]=[C:26]2[C:25](=[CH:33][CH:32]=1)[N:24]=[C:6]([C:5]1[CH:9]=[C:10]([CH3:11])[C:2]([OH:1])=[C:3]([CH3:12])[CH:4]=1)[NH:29][C:27]2=[O:28]. The catalyst class is: 168. (4) Reactant: [C:1]([O:5][C:6]([N:8]1[CH2:13][CH2:12][C:11]([CH2:18][S:19][C:20]2[CH:25]=[CH:24][C:23]([O:26][CH2:27][C:28]#[C:29][CH3:30])=[CH:22][CH:21]=2)([C:14]([NH:16][OH:17])=[O:15])[CH2:10][CH2:9]1)=[O:7])([CH3:4])([CH3:3])[CH3:2].[OH:31]O. Product: [C:1]([O:5][C:6]([N:8]1[CH2:13][CH2:12][C:11]([CH2:18][S:19]([C:20]2[CH:25]=[CH:24][C:23]([O:26][CH2:27][C:28]#[C:29][CH3:30])=[CH:22][CH:21]=2)=[O:31])([C:14]([NH:16][OH:17])=[O:15])[CH2:10][CH2:9]1)=[O:7])([CH3:4])([CH3:3])[CH3:2]. The catalyst class is: 5.